This data is from Reaction yield outcomes from USPTO patents with 853,638 reactions. The task is: Predict the reaction yield, written as a fraction of the theoretical maximum amount of product (1.0 means a 100% yield; for example, 0.34 means a 34% yield). (1) The reactants are [CH2:1]([C:3]1[CH:11]=[CH:10][C:9]2[NH:8][C:7]3[CH2:12][CH2:13][N:14]([CH3:16])[CH2:15][C:6]=3[C:5]=2[CH:4]=1)[CH3:2].[OH-].[K+].[CH3:19][C:20]1[CH:25]=[N:24][C:23]([CH:26]=[CH2:27])=[CH:22][N:21]=1. The catalyst is CN1CCCC1=O.O. The product is [CH2:1]([C:3]1[CH:11]=[CH:10][C:9]2[N:8]([CH2:27][CH2:26][C:23]3[CH:22]=[N:21][C:20]([CH3:19])=[CH:25][N:24]=3)[C:7]3[CH2:12][CH2:13][N:14]([CH3:16])[CH2:15][C:6]=3[C:5]=2[CH:4]=1)[CH3:2]. The yield is 0.600. (2) The reactants are Cl.[NH:2]1[CH:6]=[C:5]([CH2:7][C:8]([OH:10])=[O:9])[N:4]=[CH:3]1.S(=O)(=O)(O)O. The catalyst is CO. The product is [NH:2]1[CH:6]=[C:5]([CH2:7][C:8]([OH:10])=[O:9])[N:4]=[CH:3]1. The yield is 0.660.